This data is from Forward reaction prediction with 1.9M reactions from USPTO patents (1976-2016). The task is: Predict the product of the given reaction. (1) Given the reactants [CH3:1][CH2:2][N:3]([CH2:6][CH2:7][NH:8][C:9]1[CH:14]=[CH:13][C:12]2[N:15]=[CH:16][N:17]3[C:18]4[CH:25]=[CH:24][C:23]([OH:26])=[CH:22][C:19]=4[C:20](=[O:21])[C:10]=1[C:11]=23)[CH2:4][CH3:5].O.Cl.Cl.[C:30](O)(=[O:38])[CH2:31][CH2:32][CH2:33][CH2:34][CH2:35][CH2:36][CH3:37].Cl.CN(C)CCCN=C=NCC.C(N(CC)CC)C, predict the reaction product. The product is: [CH2:4]([N:3]([CH2:2][CH3:1])[CH2:6][CH2:7][NH:8][C:9]1[C:10]2=[C:11]3[C:12]([N:15]=[CH:16][N:17]3[C:18]3[C:19]([C:20]2=[O:21])=[CH:22][C:23]([O:26][C:30](=[O:38])[CH2:31][CH2:32][CH2:33][CH2:34][CH2:35][CH2:36][CH3:37])=[CH:24][CH:25]=3)=[CH:13][CH:14]=1)[CH3:5]. (2) Given the reactants [NH:1]1[C:9]2[C:4](=[CH:5][C:6]([C:10]3[C:18]4[C:13](=[N:14][CH:15]=[N:16][C:17]=4[NH2:19])[N:12]([CH3:20])[N:11]=3)=[CH:7][CH:8]=2)[CH2:3][CH2:2]1.[F:21][C:22]1[C:27]([F:28])=[CH:26][C:25]([F:29])=[CH:24][C:23]=1[CH2:30][C:31](O)=[O:32].CN(C(ON1N=NC2C=CC=NC1=2)=[N+](C)C)C.F[P-](F)(F)(F)(F)F.CCN(C(C)C)C(C)C, predict the reaction product. The product is: [CH3:20][N:12]1[C:13]2=[N:14][CH:15]=[N:16][C:17]([NH2:19])=[C:18]2[C:10]([C:6]2[CH:5]=[C:4]3[C:9](=[CH:8][CH:7]=2)[N:1]([C:31](=[O:32])[CH2:30][C:23]2[CH:24]=[C:25]([F:29])[CH:26]=[C:27]([F:28])[C:22]=2[F:21])[CH2:2][CH2:3]3)=[N:11]1. (3) Given the reactants [C:1]1([N:7]2[C:11](=[O:12])[CH:10]([C:13](=O)[CH2:14][C:15](=O)[CH3:16])[C:9]([CH3:19])=[N:8]2)[CH:6]=[CH:5][CH:4]=[CH:3][CH:2]=1.Cl.[F:21][C:22]1[CH:27]=[CH:26][C:25]([NH:28][NH2:29])=[CH:24][CH:23]=1, predict the reaction product. The product is: [F:21][C:22]1[CH:27]=[CH:26][C:25]([N:28]2[C:13]([C:10]3[C:9]([CH3:19])=[N:8][N:7]([C:1]4[CH:6]=[CH:5][CH:4]=[CH:3][CH:2]=4)[C:11]=3[OH:12])=[CH:14][C:15]([CH3:16])=[N:29]2)=[CH:24][CH:23]=1. (4) Given the reactants [N:1]1([S:10]([C:13]2[CH:23]=[CH:22][C:16]3[CH2:17][CH2:18][NH:19][CH2:20][CH2:21][C:15]=3[CH:14]=2)(=[O:12])=[O:11])[C:9]2[C:4](=[CH:5][CH:6]=[CH:7][CH:8]=2)[CH:3]=[CH:2]1.I[CH2:25][CH3:26], predict the reaction product. The product is: [CH2:25]([N:19]1[CH2:20][CH2:21][C:15]2[CH:14]=[C:13]([S:10]([N:1]3[C:9]4[C:4](=[CH:5][CH:6]=[CH:7][CH:8]=4)[CH:3]=[CH:2]3)(=[O:11])=[O:12])[CH:23]=[CH:22][C:16]=2[CH2:17][CH2:18]1)[CH3:26]. (5) The product is: [CH3:3][C:2]([C@H:4]1[C@@H:8]2[C@@H:9]3[C@@:22]([CH3:25])([CH2:23][CH2:24][C@@:7]2([C:31]([OH:35])=[O:32])[CH2:6][CH2:5]1)[C@@:21]1([CH3:26])[C@@H:12]([C@:13]2([CH3:30])[C@@H:18]([CH2:19][CH2:20]1)[C:17]([CH3:28])([CH3:27])[C:16](=[O:29])[CH2:15][CH2:14]2)[CH2:11][CH2:10]3)=[CH2:1]. Given the reactants [CH3:1][C:2]([C@H:4]1[C@@H:8]2[C@@H:9]3[C@@:22]([CH3:25])([CH2:23][CH2:24][C@@:7]2([CH2:31][OH:32])[CH2:6][CH2:5]1)[C@@:21]1([CH3:26])[C@@H:12]([C@:13]2([CH3:30])[C@@H:18]([CH2:19][CH2:20]1)[C:17]([CH3:28])([CH3:27])[C@@H:16]([OH:29])[CH2:15][CH2:14]2)[CH2:11][CH2:10]3)=[CH2:3].CC(C)=[O:35], predict the reaction product. (6) Given the reactants [Li+].C[Si]([N-][Si](C)(C)C)(C)C.C[O:12][C:13]([C:15]1[CH:16]=[CH:17][C:18]2[C@:24]3([CH2:32][C:33]4[CH:38]=[CH:37][CH:36]=[CH:35][CH:34]=4)[CH2:25][CH2:26][C@@:27]([CH2:30][CH3:31])([OH:29])[CH2:28][C@@H:23]3[CH2:22][C:21](=[O:39])[CH2:20][C:19]=2[CH:40]=1)=O.[CH3:41][C:42]1[C:47]([NH2:48])=[CH:46][CH:45]=[CH:44][N:43]=1, predict the reaction product. The product is: [CH3:41][C:42]1[C:47]([NH:48][C:13]([C:15]2[CH:16]=[CH:17][C:18]3[C@:24]4([CH2:32][C:33]5[CH:38]=[CH:37][CH:36]=[CH:35][CH:34]=5)[CH2:25][CH2:26][C@@:27]([CH2:30][CH3:31])([OH:29])[CH2:28][C@@H:23]4[CH2:22][C:21](=[O:39])[CH2:20][C:19]=3[CH:40]=2)=[O:12])=[CH:46][CH:45]=[CH:44][N:43]=1. (7) The product is: [CH3:18][O:19][C:20]1[CH:21]=[C:22]([NH:28][C:29](=[O:30])[O:17][C:13]2[CH:12]=[C:11]3[C:16](=[CH:15][CH:14]=2)[N:8]([CH2:1][C:2]2[CH:3]=[CH:4][CH:5]=[CH:6][CH:7]=2)[CH2:9][CH2:10]3)[CH:23]=[CH:24][C:25]=1[O:26][CH3:27]. Given the reactants [CH2:1]([N:8]1[C:16]2[C:11](=[CH:12][C:13]([OH:17])=[CH:14][CH:15]=2)[CH2:10][CH2:9]1)[C:2]1[CH:7]=[CH:6][CH:5]=[CH:4][CH:3]=1.[CH3:18][O:19][C:20]1[CH:21]=[C:22]([N:28]=[C:29]=[O:30])[CH:23]=[CH:24][C:25]=1[O:26][CH3:27], predict the reaction product. (8) Given the reactants [OH:1][C:2]1[CH:10]=[C:9]([O:11][CH2:12][C:13]([F:19])([F:18])[C:14]([F:17])([F:16])[F:15])[CH:8]=[CH:7][C:3]=1[C:4]([OH:6])=[O:5].[CH3:20][C:21](OC(C)=O)=[O:22], predict the reaction product. The product is: [C:21]([O:1][C:2]1[CH:10]=[C:9]([O:11][CH2:12][C:13]([F:18])([F:19])[C:14]([F:15])([F:16])[F:17])[CH:8]=[CH:7][C:3]=1[C:4]([OH:6])=[O:5])(=[O:22])[CH3:20]. (9) Given the reactants [C:1]([O:5][C:6]([NH:8][CH2:9][CH2:10][C:11]1[CH:19]=[CH:18][C:14]([C:15]([OH:17])=O)=[CH:13][CH:12]=1)=[O:7])([CH3:4])([CH3:3])[CH3:2].C1C=CC2N(O)N=NC=2C=1.C(N(CC)CC)C.[CH3:37][N:38]1[CH2:43][CH2:42][NH:41][CH2:40][CH2:39]1, predict the reaction product. The product is: [C:1]([O:5][C:6](=[O:7])[NH:8][CH2:9][CH2:10][C:11]1[CH:12]=[CH:13][C:14]([C:15]([N:41]2[CH2:42][CH2:43][N:38]([CH3:37])[CH2:39][CH2:40]2)=[O:17])=[CH:18][CH:19]=1)([CH3:2])([CH3:3])[CH3:4]. (10) Given the reactants Br[C:2]1[CH:7]=[CH:6][C:5]([C:8]([N:10]2[CH2:15][CH2:14][N:13]([C:16]3[C:21]([CH3:22])=[CH:20][C:19]([CH3:23])=[CH:18][N:17]=3)[CH2:12][CH2:11]2)=[O:9])=[C:4]([F:24])[CH:3]=1.[CH3:25][O:26][C:27]1[CH:41]=[CH:40][C:30]([CH2:31][N:32]2[CH2:36][C:35]([CH3:38])([CH3:37])[NH:34][C:33]2=[O:39])=[CH:29][CH:28]=1.C(=O)([O-])[O-].[Cs+].[Cs+].CNCCNC, predict the reaction product. The product is: [CH3:22][C:21]1[C:16]([N:13]2[CH2:14][CH2:15][N:10]([C:8]([C:5]3[CH:6]=[CH:7][C:2]([N:34]4[C:35]([CH3:38])([CH3:37])[CH2:36][N:32]([CH2:31][C:30]5[CH:40]=[CH:41][C:27]([O:26][CH3:25])=[CH:28][CH:29]=5)[C:33]4=[O:39])=[CH:3][C:4]=3[F:24])=[O:9])[CH2:11][CH2:12]2)=[N:17][CH:18]=[C:19]([CH3:23])[CH:20]=1.